Predict the product of the given reaction. From a dataset of Forward reaction prediction with 1.9M reactions from USPTO patents (1976-2016). (1) Given the reactants C(O[C:9]([NH:11][C:12]1([CH3:24])[CH2:17][CH2:16][N:15]([CH2:18][C:19]([O:21][CH2:22][CH3:23])=[O:20])[CH2:14][CH2:13]1)=O)C1C=CC=CC=1.Cl.ClC[C:28]1[C:29]([CH3:34])=[N:30][CH:31]=[CH:32][CH:33]=1, predict the reaction product. The product is: [CH3:24][C:12]1([NH:11][CH2:9][C:28]2[C:29]([CH3:34])=[N:30][CH:31]=[CH:32][CH:33]=2)[CH2:13][CH2:14][N:15]([CH2:18][C:19]([O:21][CH2:22][CH3:23])=[O:20])[CH2:16][CH2:17]1. (2) Given the reactants [F:1][C:2]1[CH:7]=[CH:6][C:5]([C:8]2[C:13]([CH3:14])=[CH:12][C:11]([O:15][CH2:16][C:17]3([F:23])[CH2:22][CH2:21][O:20][CH2:19][CH2:18]3)=[CH:10][C:9]=2[CH3:24])=[CH:4][C:3]=1[CH2:25][O:26][C:27]1[N:32]=[CH:31][C:30]2[CH:33]3[CH:36]([C:37]([O:39]CC)=[O:38])[CH:34]3[CH2:35][C:29]=2[CH:28]=1.O[Li].O, predict the reaction product. The product is: [F:1][C:2]1[CH:7]=[CH:6][C:5]([C:8]2[C:13]([CH3:14])=[CH:12][C:11]([O:15][CH2:16][C:17]3([F:23])[CH2:18][CH2:19][O:20][CH2:21][CH2:22]3)=[CH:10][C:9]=2[CH3:24])=[CH:4][C:3]=1[CH2:25][O:26][C:27]1[N:32]=[CH:31][C:30]2[C@@H:33]3[C@@H:36]([C:37]([OH:39])=[O:38])[C@@H:34]3[CH2:35][C:29]=2[CH:28]=1. (3) Given the reactants [Cl:1][C:2]1[C:7]([C:8]2[CH:13]=[CH:12][CH:11]=[C:10]([CH2:14][CH3:15])[CH:9]=2)=[C:6]([C@@:16]([OH:39])([C@@H:25]2[CH2:30][CH2:29][CH2:28][N:27]([C:31]([N:33]3[CH2:38][CH2:37][NH:36][CH2:35][CH2:34]3)=[O:32])[CH2:26]2)[CH2:17][CH2:18][CH2:19][NH:20][C:21](=[O:24])[O:22][CH3:23])[CH:5]=[CH:4][CH:3]=1.ClC1C(C2C=CC=C(CC)C=2)=C(C(C2CCCN(C(N3C=C[N+](C)=C3)=O)C2)(O)CCCNC(OC)=O)C=CC=1.N1(C(OC(C)(C)C)=O)CCNCC1, predict the reaction product. The product is: [Cl:1][C:2]1[C:7]([C:8]2[CH:13]=[CH:12][CH:11]=[C:10]([CH2:14][CH3:15])[CH:9]=2)=[C:6]([C:16]([OH:39])([C@@H:25]2[CH2:30][CH2:29][CH2:28][N:27]([C:31]([N:33]3[CH2:34][CH2:35][NH:36][CH2:37][CH2:38]3)=[O:32])[CH2:26]2)[CH2:17][CH2:18][CH2:19][NH:20][C:21](=[O:24])[O:22][CH3:23])[CH:5]=[CH:4][CH:3]=1. (4) Given the reactants [H-].[Na+].[C:3]([O:7][C:8]([NH:10][C@H:11]1[CH2:15][CH2:14][N:13]([S:16]([C:19]2[CH:20]=[C:21]3[C:26](=[CH:27][CH:28]=2)[CH:25]=[N:24][CH:23]=[CH:22]3)(=[O:18])=[O:17])[CH2:12]1)=[O:9])([CH3:6])([CH3:5])[CH3:4].[CH2:29](I)[CH2:30][CH2:31][CH3:32], predict the reaction product. The product is: [C:3]([O:7][C:8]([N:10]([CH:11]1[CH2:15][CH2:14][N:13]([S:16]([C:19]2[CH:20]=[C:21]3[C:26](=[CH:27][CH:28]=2)[CH:25]=[N:24][CH:23]=[CH:22]3)(=[O:18])=[O:17])[CH2:12]1)[CH2:29][CH2:30][CH2:31][CH3:32])=[O:9])([CH3:6])([CH3:4])[CH3:5]. (5) Given the reactants [CH3:1][O:2][C:3]1[CH:11]=[CH:10][C:6]([C:7]([OH:9])=O)=[CH:5][C:4]=1[CH3:12].[N:13]1[CH:18]=[CH:17][CH:16]=[CH:15][C:14]=1[CH:19]([NH2:23])[CH2:20][CH2:21][CH3:22], predict the reaction product. The product is: [CH3:1][O:2][C:3]1[CH:11]=[CH:10][C:6]([C:7]([NH:23][CH:19]([C:14]2[CH:15]=[CH:16][CH:17]=[CH:18][N:13]=2)[CH2:20][CH2:21][CH3:22])=[O:9])=[CH:5][C:4]=1[CH3:12]. (6) Given the reactants [Cl:1][C:2]1[CH:7]=[C:6]([NH2:8])[N:5]2[N:9]=[CH:10][CH:11]=[C:4]2[N:3]=1.[C:12](O[C:12]([O:14][C:15]([CH3:18])([CH3:17])[CH3:16])=[O:13])([O:14][C:15]([CH3:18])([CH3:17])[CH3:16])=[O:13].C(N(CC)CC)C, predict the reaction product. The product is: [Cl:1][C:2]1[CH:7]=[C:6]([NH:8][C:12](=[O:13])[O:14][C:15]([CH3:18])([CH3:17])[CH3:16])[N:5]2[N:9]=[CH:10][CH:11]=[C:4]2[N:3]=1. (7) Given the reactants [OH:1][CH2:2][CH2:3][CH2:4][CH2:5][O:6][C@H:7]1[CH2:12][CH2:11][C@H:10]([CH2:13][N:14]([CH3:28])[S:15]([C:18]2[CH:23]=[CH:22][C:21]([C:24]([F:27])([F:26])[F:25])=[CH:20][CH:19]=2)(=[O:17])=[O:16])[CH2:9][CH2:8]1.[CH3:29][S:30](Cl)(=[O:32])=[O:31], predict the reaction product. The product is: [CH3:28][N:14]([CH2:13][C@H:10]1[CH2:11][CH2:12][C@H:7]([O:6][CH2:5][CH2:4][CH2:3][CH2:2][O:1][S:30]([CH3:29])(=[O:32])=[O:31])[CH2:8][CH2:9]1)[S:15]([C:18]1[CH:19]=[CH:20][C:21]([C:24]([F:27])([F:25])[F:26])=[CH:22][CH:23]=1)(=[O:16])=[O:17]. (8) Given the reactants Cl[C:2]1[N:7]=[C:6]([C:8]2[S:12][C:11]([C:13]([CH3:16])([CH3:15])[CH3:14])=[N:10][C:9]=2[C:17]2[CH:18]=[C:19]([NH:23][S:24]([C:27]3[CH:32]=[C:31]([F:33])[CH:30]=[CH:29][C:28]=3[F:34])(=[O:26])=[O:25])[CH:20]=[CH:21][CH:22]=2)[CH:5]=[CH:4][N:3]=1.[NH3:35].C(O)(C)C, predict the reaction product. The product is: [NH2:35][C:2]1[N:7]=[C:6]([C:8]2[S:12][C:11]([C:13]([CH3:16])([CH3:15])[CH3:14])=[N:10][C:9]=2[C:17]2[CH:18]=[C:19]([NH:23][S:24]([C:27]3[CH:32]=[C:31]([F:33])[CH:30]=[CH:29][C:28]=3[F:34])(=[O:26])=[O:25])[CH:20]=[CH:21][CH:22]=2)[CH:5]=[CH:4][N:3]=1. (9) Given the reactants [F:1][C:2]1[CH:3]=[C:4]([N:9]2[CH2:13][CH:12]([CH2:14][O:15][C:16]3[CH:20]=[CH:19][O:18][N:17]=3)[O:11][C:10]2=[O:21])[CH:5]=[CH:6][C:7]=1I.[OH:22][CH2:23][C:24]1[CH:29]=[CH:28][C:27](B(O)O)=[CH:26][CH:25]=1, predict the reaction product. The product is: [F:1][C:2]1[CH:3]=[C:4]([N:9]2[CH2:13][CH:12]([CH2:14][O:15][C:16]3[CH:20]=[CH:19][O:18][N:17]=3)[O:11][C:10]2=[O:21])[CH:5]=[CH:6][C:7]=1[C:27]1[CH:28]=[CH:29][C:24]([CH2:23][OH:22])=[CH:25][CH:26]=1. (10) Given the reactants Cl[C:2]1[N:10]=[CH:9][CH:8]=[CH:7][C:3]=1[C:4]([NH2:6])=[O:5].[H-].[Na+].O.[CH3:14][CH:15]([OH:17])[CH3:16], predict the reaction product. The product is: [CH:15]([O:17][C:2]1[N:10]=[CH:9][CH:8]=[CH:7][C:3]=1[C:4]([NH2:6])=[O:5])([CH3:16])[CH3:14].